This data is from Catalyst prediction with 721,799 reactions and 888 catalyst types from USPTO. The task is: Predict which catalyst facilitates the given reaction. (1) Reactant: C([O:9][C@H:10]1[C@@H:14]([O:15]C(=O)C2C=CC=CC=2)[C@H:13]([CH2:24][O:25]C(=O)C2C=CC=CC=2)[O:12][C@@H:11]1[N:34]1[C:41]([CH3:42])=[CH:40][C:38](=[O:39])[NH:37][C:35]1=[O:36])(=O)C1C=CC=CC=1.CC(O)C. Product: [C@H:11]1([N:34]2[C:41]([CH3:42])=[CH:40][C:38](=[O:39])[NH:37][C:35]2=[O:36])[O:12][C@@H:13]([CH2:24][OH:25])[C@H:14]([OH:15])[C@@H:10]1[OH:9]. The catalyst class is: 328. (2) Reactant: [NH2:1][C:2]1[CH:10]=[CH:9][C:5]2[N:6]=[CH:7][NH:8][C:4]=2[CH:3]=1.[CH:11](=O)[C:12]1[CH:17]=[CH:16][CH:15]=[CH:14][CH:13]=1.[Si]([C:23]#[N:24])(C)(C)C.C([O:32][CH2:33]C)(OCC)OCC.[BH4-].[Na+]. Product: [NH:6]1[C:5]2[CH:9]=[CH:10][C:2]([N:1]3[CH:11]([C:12]4[CH:17]=[CH:16][CH:15]=[CH:14][CH:13]=4)[C:33](=[O:32])[NH:24][CH2:23]3)=[CH:3][C:4]=2[N:8]=[CH:7]1. The catalyst class is: 33.